From a dataset of Catalyst prediction with 721,799 reactions and 888 catalyst types from USPTO. Predict which catalyst facilitates the given reaction. (1) Product: [CH2:1]([N:3]1[CH:7]=[C:6]([C:8]2[C:12]([CH3:13])=[C:11]([NH:14][C:24](=[O:25])[O:26][C:27]3[CH:32]=[CH:31][CH:30]=[CH:29][CH:28]=3)[N:10]([C:15]3[CH:20]=[CH:19][CH:18]=[CH:17][CH:16]=3)[N:9]=2)[CH:5]=[N:4]1)[CH3:2]. The catalyst class is: 25. Reactant: [CH2:1]([N:3]1[CH:7]=[C:6]([C:8]2[C:12]([CH3:13])=[C:11]([NH2:14])[N:10]([C:15]3[CH:20]=[CH:19][CH:18]=[CH:17][CH:16]=3)[N:9]=2)[CH:5]=[N:4]1)[CH3:2].[OH-].[Na+].Cl[C:24]([O:26][C:27]1[CH:32]=[CH:31][CH:30]=[CH:29][CH:28]=1)=[O:25]. (2) Reactant: [C:1]([O:5][C:6]([NH:8][C@@H:9]1[CH2:11][C@H:10]1[C:12]1[CH:13]=[C:14]([C:18]([OH:20])=O)[S:15][C:16]=1[CH3:17])=[O:7])([CH3:4])([CH3:3])[CH3:2].[O:21]1[CH2:26][CH2:25][CH:24]([NH2:27])[CH2:23][CH2:22]1.C(N(CC)CC)C.F[P-](F)(F)(F)(F)F.N1(OC(N(C)C)=[N+](C)C)C2N=CC=CC=2N=N1. Product: [C:1]([O:5][C:6](=[O:7])[NH:8][C@@H:9]1[CH2:11][C@H:10]1[C:12]1[CH:13]=[C:14]([C:18](=[O:20])[NH:27][CH:24]2[CH2:25][CH2:26][O:21][CH2:22][CH2:23]2)[S:15][C:16]=1[CH3:17])([CH3:2])([CH3:3])[CH3:4]. The catalyst class is: 18. (3) Reactant: [OH:1][C:2]1[C:7]([C:8]([OH:10])=[O:9])=[CH:6][CH:5]=[CH:4][N:3]=1.[Br:11]Br. Product: [Br:11][C:5]1[CH:6]=[C:7]([C:8]([OH:10])=[O:9])[C:2]([OH:1])=[N:3][CH:4]=1. The catalyst class is: 3. (4) Reactant: [Cl:1][C:2]1[CH:38]=[CH:37][C:5]([CH2:6][N:7]2[C:12]([NH:13][C:14]3[CH:19]=[CH:18][C:17]([O:20][CH:21]([CH3:23])[CH3:22])=[C:16]([F:24])[CH:15]=3)=[N:11][C:10](=[O:25])[N:9]([CH2:26][C:27]3([CH3:35])[CH2:32][O:31]C(C)(C)[O:29][CH2:28]3)[C:8]2=[O:36])=[CH:4][CH:3]=1.O.C1(C)C=CC(S(O)(=O)=O)=CC=1.C(=O)(O)[O-].[Na+]. Product: [Cl:1][C:2]1[CH:3]=[CH:4][C:5]([CH2:6][N:7]2[C:12]([NH:13][C:14]3[CH:19]=[CH:18][C:17]([O:20][CH:21]([CH3:23])[CH3:22])=[C:16]([F:24])[CH:15]=3)=[N:11][C:10](=[O:25])[N:9]([CH2:26][C:27]([CH2:32][OH:31])([CH2:28][OH:29])[CH3:35])[C:8]2=[O:36])=[CH:37][CH:38]=1. The catalyst class is: 5. (5) Reactant: [CH3:1][O:2][C:3]1[CH:4]=[C:5]([C:11]#[C:12][C:13]2[NH:21][C:20]3[C:19](=[O:22])[N:18]([CH2:23][C:24]#[CH:25])[C:17](=[O:26])[N:16]([CH2:27][CH3:28])[C:15]=3[N:14]=2)[CH:6]=[CH:7][C:8]=1[O:9][CH3:10].[C:29](=O)([O-])[O-].[K+].[K+].CI.ClCCl.CO. Product: [CH3:1][O:2][C:3]1[CH:4]=[C:5]([C:11]#[C:12][C:13]2[N:21]([CH3:29])[C:20]3[C:19](=[O:22])[N:18]([CH2:23][C:24]#[CH:25])[C:17](=[O:26])[N:16]([CH2:27][CH3:28])[C:15]=3[N:14]=2)[CH:6]=[CH:7][C:8]=1[O:9][CH3:10]. The catalyst class is: 9. (6) Reactant: [I:1][C:2]1[CH:10]=[CH:9][C:5]([C:6](Cl)=[O:7])=[CH:4][CH:3]=1.[NH2:11][C:12]([CH3:28])([CH2:15][N:16]1[N:20]=[C:19]2[C:21]([Cl:27])=[CH:22][C:23]([Cl:26])=[C:24]([Cl:25])[C:18]2=[N:17]1)[C:13]#[N:14]. Product: [C:13]([C:12]([NH:11][C:6](=[O:7])[C:5]1[CH:9]=[CH:10][C:2]([I:1])=[CH:3][CH:4]=1)([CH3:28])[CH2:15][N:16]1[N:20]=[C:19]2[C:21]([Cl:27])=[CH:22][C:23]([Cl:26])=[C:24]([Cl:25])[C:18]2=[N:17]1)#[N:14]. The catalyst class is: 1. (7) Reactant: [CH:1]([C:4]1[C:13]2[C:14](=[O:22])[O:15][C:16]3([CH2:21][CH2:20][O:19][CH2:18][CH2:17]3)[C:12]=2[C:11]2[C@@H:10]([OH:23])[CH2:9][C:8]([CH3:25])([CH3:24])[CH2:7][C:6]=2[N:5]=1)([CH3:3])[CH3:2].N1C(C)=CC=CC=1C.[C:34]([Si:38](OS(C(F)(F)F)(=O)=O)([CH3:40])[CH3:39])([CH3:37])([CH3:36])[CH3:35]. Product: [Si:38]([O:23][C@H:10]1[CH2:9][C:8]([CH3:25])([CH3:24])[CH2:7][C:6]2[N:5]=[C:4]([CH:1]([CH3:3])[CH3:2])[C:13]3[C:14](=[O:22])[O:15][C:16]4([CH2:17][CH2:18][O:19][CH2:20][CH2:21]4)[C:12]=3[C:11]1=2)([C:34]([CH3:37])([CH3:36])[CH3:35])([CH3:40])[CH3:39]. The catalyst class is: 7. (8) Reactant: Br[C:2]1[CH:7]=[CH:6][CH:5]=[C:4]([CH2:8][CH2:9][CH:10]=[CH2:11])[CH:3]=1.[Li]CCCC.CN(C)[CH:19]=[O:20]. Product: [CH2:8]([C:4]1[CH:3]=[C:2]([CH:7]=[CH:6][CH:5]=1)[CH:19]=[O:20])[CH2:9][CH:10]=[CH2:11]. The catalyst class is: 7.